Dataset: Reaction yield outcomes from USPTO patents with 853,638 reactions. Task: Predict the reaction yield, written as a fraction of the theoretical maximum amount of product (1.0 means a 100% yield; for example, 0.34 means a 34% yield). (1) The reactants are Br[CH:2]([C:14]1[CH:19]=[CH:18][CH:17]=[CH:16][CH:15]=1)[C:3]([O:5][C@H:6]([C:8]1[CH:13]=[CH:12][CH:11]=[CH:10][CH:9]=1)[CH3:7])=[O:4].C(N(CC)CC)C.[CH3:27][C:28]1([OH:34])[CH2:33][CH2:32][NH:31][CH2:30][CH2:29]1. The catalyst is C1COCC1.[I-].C([N+](CCCC)(CCCC)CCCC)CCC.C(OCC)(=O)C. The product is [OH:34][C:28]1([CH3:27])[CH2:33][CH2:32][N:31]([C@H:2]([C:14]2[CH:19]=[CH:18][CH:17]=[CH:16][CH:15]=2)[C:3]([O:5][C@H:6]([C:8]2[CH:13]=[CH:12][CH:11]=[CH:10][CH:9]=2)[CH3:7])=[O:4])[CH2:30][CH2:29]1. The yield is 0.600. (2) The reactants are [CH:1]1([CH2:4][O:5][C:6]2[CH:7]=[C:8]([CH:16]([N:21]3[C:29](=[O:30])[C:28]4[C:23](=[CH:24][CH:25]=[CH:26][CH:27]=4)[C:22]3=[O:31])[CH2:17][C:18](O)=[O:19])[CH:9]=[CH:10][C:11]=2[O:12][CH:13]([F:15])[F:14])[CH2:3][CH2:2]1.C(N1C=CN=C1)(N1C=CN=C1)=O.Cl.[NH2:45][OH:46].O. The catalyst is O1CCCC1. The product is [CH:1]1([CH2:4][O:5][C:6]2[CH:7]=[C:8]([CH:16]([N:21]3[C:29](=[O:30])[C:28]4[C:23](=[CH:24][CH:25]=[CH:26][CH:27]=4)[C:22]3=[O:31])[CH2:17][C:18]([NH:45][OH:46])=[O:19])[CH:9]=[CH:10][C:11]=2[O:12][CH:13]([F:15])[F:14])[CH2:3][CH2:2]1. The yield is 0.610. (3) The reactants are [CH3:1][N:2]1[C:6]([C:7]2[CH:8]=[C:9]([NH2:21])[CH:10]=[CH:11][C:12]=2[O:13][CH2:14][CH2:15][N:16]2[CH2:20][CH2:19][CH2:18][CH2:17]2)=[CH:5][CH:4]=[N:3]1.[F:22][C:23]([F:34])([F:33])[C:24]1[CH:32]=[CH:31][C:27]([C:28](O)=[O:29])=[CH:26][CH:25]=1.CN(C(ON1N=NC2C=CC=NC1=2)=[N+](C)C)C.F[P-](F)(F)(F)(F)F.C(N(CC)CC)C. The catalyst is CN(C=O)C. The product is [CH3:1][N:2]1[C:6]([C:7]2[CH:8]=[C:9]([NH:21][C:28](=[O:29])[C:27]3[CH:31]=[CH:32][C:24]([C:23]([F:22])([F:33])[F:34])=[CH:25][CH:26]=3)[CH:10]=[CH:11][C:12]=2[O:13][CH2:14][CH2:15][N:16]2[CH2:20][CH2:19][CH2:18][CH2:17]2)=[CH:5][CH:4]=[N:3]1. The yield is 0.710. (4) The reactants are [NH:1]1[C:9]2[C:4](=[CH:5][C:6]([C:10](OC)=[O:11])=[CH:7][CH:8]=2)[CH:3]=[N:2]1.[H-].C([Al+]CC(C)C)C(C)C.[O-]S([O-])(=O)=O.[Na+].[Na+]. The catalyst is C1(C)C=CC=CC=1. The product is [NH:1]1[C:9]2[C:4](=[CH:5][C:6]([CH2:10][OH:11])=[CH:7][CH:8]=2)[CH:3]=[N:2]1. The yield is 0.500. (5) The reactants are Br[C:2]1[S:6][C:5]([C:7]2[CH:8]=[CH:9][C:10]([F:15])=[C:11]([CH:14]=2)[C:12]#[N:13])=[N:4][CH:3]=1.[C:16]([Si:20]([CH3:41])([CH3:40])[O:21][C@@H:22]1[C:30]2[C:25](=[C:26](B3OC(C)(C)C(C)(C)O3)[CH:27]=[CH:28][CH:29]=2)[CH2:24][CH2:23]1)([CH3:19])([CH3:18])[CH3:17].C(=O)([O-])[O-].[K+].[K+].N#N. The catalyst is C1C=CC([P]([Pd]([P](C2C=CC=CC=2)(C2C=CC=CC=2)C2C=CC=CC=2)([P](C2C=CC=CC=2)(C2C=CC=CC=2)C2C=CC=CC=2)[P](C2C=CC=CC=2)(C2C=CC=CC=2)C2C=CC=CC=2)(C2C=CC=CC=2)C2C=CC=CC=2)=CC=1.COCCOC.O. The product is [Si:20]([O:21][C@@H:22]1[C:30]2[C:25](=[C:26]([C:2]3[S:6][C:5]([C:7]4[CH:8]=[CH:9][C:10]([F:15])=[C:11]([CH:14]=4)[C:12]#[N:13])=[N:4][CH:3]=3)[CH:27]=[CH:28][CH:29]=2)[CH2:24][CH2:23]1)([C:16]([CH3:19])([CH3:18])[CH3:17])([CH3:41])[CH3:40]. The yield is 0.600. (6) The reactants are [Cl:1][C:2]1[CH:7]=[CH:6][C:5]([C:8]2[O:9][C:10]3[CH:21]=[C:20]([N+:22]([O-:24])=[O:23])[C:19]([OH:25])=[CH:18][C:11]=3[C:12]=2[C:13]([O:15][CH2:16][CH3:17])=[O:14])=[CH:4][CH:3]=1.[F:26][C:27]([F:40])([F:39])[S:28](O[S:28]([C:27]([F:40])([F:39])[F:26])(=[O:30])=[O:29])(=[O:30])=[O:29]. The catalyst is CN(C1C=CN=CC=1)C.C(Cl)Cl. The product is [Cl:1][C:2]1[CH:3]=[CH:4][C:5]([C:8]2[O:9][C:10]3[CH:21]=[C:20]([N+:22]([O-:24])=[O:23])[C:19]([O:25][S:28]([C:27]([F:40])([F:39])[F:26])(=[O:30])=[O:29])=[CH:18][C:11]=3[C:12]=2[C:13]([O:15][CH2:16][CH3:17])=[O:14])=[CH:6][CH:7]=1. The yield is 0.800.